From a dataset of Forward reaction prediction with 1.9M reactions from USPTO patents (1976-2016). Predict the product of the given reaction. (1) The product is: [Cl:1][CH2:2][C:3]1[S:23][C:7]([C:9]2[NH:13][N:12]=[CH:11][CH:10]=2)=[N:6][N:5]=1. Given the reactants [Cl:1][CH2:2][C:3]([NH:5][NH:6][C:7]([C:9]1[NH:13][N:12]=[CH:11][CH:10]=1)=O)=O.COC1C=CC(P2(SP(C3C=CC(OC)=CC=3)(=S)S2)=[S:23])=CC=1, predict the reaction product. (2) Given the reactants C(OC([NH:8][C@H:9]([CH2:22][C:23]1[CH:28]=[C:27]([F:29])[CH:26]=[CH:25][C:24]=1[F:30])[CH2:10][C:11]([N:13]1[CH2:19][CH2:18][CH2:17][N:16]([CH3:20])[C:15](=[O:21])[CH2:14]1)=[O:12])=O)(C)(C)C.Cl, predict the reaction product. The product is: [NH2:8][C@H:9]([CH2:22][C:23]1[CH:28]=[C:27]([F:29])[CH:26]=[CH:25][C:24]=1[F:30])[CH2:10][C:11]([N:13]1[CH2:19][CH2:18][CH2:17][N:16]([CH3:20])[C:15](=[O:21])[CH2:14]1)=[O:12]. (3) Given the reactants [Br:1][C:2]1[CH:7]=[CH:6][N:5]=[C:4]([C:8]([OH:10])=O)[CH:3]=1.[O:11]1[CH:15]=[N:14][N:13]=[C:12]1[C:16]1[CH:17]=[C:18]([NH2:22])[CH:19]=[CH:20][CH:21]=1.F[P-](F)(F)(F)(F)F.N1(OC(N(C)C)=[N+](C)C)C2N=CC=CC=2N=N1.C(N(C(C)C)CC)(C)C, predict the reaction product. The product is: [O:11]1[CH:15]=[N:14][N:13]=[C:12]1[C:16]1[CH:17]=[C:18]([NH:22][C:8](=[O:10])[C:4]2[CH:3]=[C:2]([Br:1])[CH:7]=[CH:6][N:5]=2)[CH:19]=[CH:20][CH:21]=1. (4) Given the reactants CS[C:3]1[CH:8]=[CH:7][CH:6]=[CH:5][C:4]=1[C:9]1[CH:14]=[CH:13][C:12]([C:15]([OH:17])=[O:16])=[CH:11][CH:10]=1.[CH3:18]C(C)=O.O[O:23][S:24]([O-:26])=O.[K+], predict the reaction product. The product is: [CH3:18][S:24]([C:3]1[CH:8]=[CH:7][CH:6]=[CH:5][C:4]=1[C:9]1[CH:10]=[CH:11][C:12]([C:15]([OH:17])=[O:16])=[CH:13][CH:14]=1)(=[O:26])=[O:23]. (5) Given the reactants Cl.[NH2:2][CH:3]1[CH2:7][CH2:6][N:5]([S:8]([C:11]2[C:12]3[C:13]([Br:21])=[CH:14][N:15]=[CH:16][C:17]=3[CH:18]=[CH:19][CH:20]=2)(=[O:10])=[O:9])[CH2:4]1.Cl.N[C@H:24]1[CH2:28]CN(S(C2C3C(Br)=CN=CC=3C=CC=2)(=O)=O)[CH2:25]1, predict the reaction product. The product is: [CH2:28]([NH:2][CH:3]1[CH2:7][CH2:6][N:5]([S:8]([C:11]2[C:12]3[C:13]([Br:21])=[CH:14][N:15]=[CH:16][C:17]=3[CH:18]=[CH:19][CH:20]=2)(=[O:10])=[O:9])[CH2:4]1)[CH:24]=[CH2:25].